This data is from Reaction yield outcomes from USPTO patents with 853,638 reactions. The task is: Predict the reaction yield, written as a fraction of the theoretical maximum amount of product (1.0 means a 100% yield; for example, 0.34 means a 34% yield). (1) The reactants are [Cl:1][C:2]1[CH:3]=[C:4]([CH:10]=[C:11]([Cl:14])[C:12]=1[OH:13])[C:5](OCC)=[O:6].O.[NH2:16][NH2:17]. The catalyst is C(O)C. The product is [Cl:1][C:2]1[CH:3]=[C:4]([CH:10]=[C:11]([Cl:14])[C:12]=1[OH:13])[C:5]([NH:16][NH2:17])=[O:6]. The yield is 0.500. (2) The reactants are Cl.Cl.[N:3]1([C:9]([CH:11]2[CH2:16][CH2:15][CH2:14][N:13]([CH:17]3[CH2:22][CH2:21][NH:20][CH2:19][CH2:18]3)[CH2:12]2)=[O:10])[CH2:8][CH2:7][O:6][CH2:5][CH2:4]1.[NH2:23][C:24]1[S:25][C:26]2[CH:35]=[CH:34][CH:33]=[CH:32][C:27]=2[C:28]=1[C:29](O)=[O:30]. No catalyst specified. The product is [N:3]1([C:9]([CH:11]2[CH2:16][CH2:15][CH2:14][N:13]([CH:17]3[CH2:22][CH2:21][N:20]([C:29]([C:28]4[C:27]5[CH:32]=[CH:33][CH:34]=[CH:35][C:26]=5[S:25][C:24]=4[NH2:23])=[O:30])[CH2:19][CH2:18]3)[CH2:12]2)=[O:10])[CH2:8][CH2:7][O:6][CH2:5][CH2:4]1. The yield is 0.650. (3) The reactants are [NH2:1][C:2]1[CH:6]=CNN=1.CO[C:9](=[O:22])[C:10]1[CH:15]=[CH:14][C:13]([O:16][CH2:17][CH:18]2[CH2:20][CH2:19]2)=[CH:12][C:11]=1[CH3:21]. No catalyst specified. The product is [CH:18]1([CH2:17][O:16][C:13]2[CH:14]=[CH:15][C:10]([C:9](=[O:22])[CH2:6][C:2]#[N:1])=[C:11]([CH3:21])[CH:12]=2)[CH2:19][CH2:20]1. The yield is 0.690. (4) The reactants are N[C:2]1[CH:13]=[CH:12][C:11](Br)=[CH:10][C:3]=1[C:4]([N:6]([O:8][CH3:9])[CH3:7])=[O:5].[Cl:15][C:16]1[CH:17]=[C:18](B(O)O)[CH:19]=[CH:20][CH:21]=1.C(=O)([O-])[O-].[Na+].[Na+]. The catalyst is COCCOC.O.C1C=CC([P]([Pd]([P](C2C=CC=CC=2)(C2C=CC=CC=2)C2C=CC=CC=2)([P](C2C=CC=CC=2)(C2C=CC=CC=2)C2C=CC=CC=2)[P](C2C=CC=CC=2)(C2C=CC=CC=2)C2C=CC=CC=2)(C2C=CC=CC=2)C2C=CC=CC=2)=CC=1. The yield is 0.570. The product is [Cl:15][C:16]1[CH:21]=[C:20]([C:11]2[CH:12]=[CH:13][CH:2]=[C:3]([CH:10]=2)[C:4]([N:6]([O:8][CH3:9])[CH3:7])=[O:5])[CH:19]=[CH:18][CH:17]=1.